Dataset: Catalyst prediction with 721,799 reactions and 888 catalyst types from USPTO. Task: Predict which catalyst facilitates the given reaction. (1) Reactant: [NH2:1][C@H:2]([C:4]([OH:6])=[O:5])[CH3:3].[NH2:7][C@H:8]([C:17]([OH:19])=[O:18])[CH2:9][C:10]1[CH:15]=[CH:14][C:13]([OH:16])=[CH:12][CH:11]=1.FC(F)(F)C([NH:24][C@H:25]([C:31]([OH:33])=[O:32])[CH2:26][CH2:27][CH2:28][CH2:29][NH2:30])=O.C([CH:43]([C:50]([O-:52])=[O:51])[CH2:44][C@@H:45]([C:47]([O-:49])=[O:48])[NH2:46])C1C=CC=CC=1.C(NCC)C. Product: [CH3:3][C@H:2]([NH2:1])[C:4]([OH:6])=[O:5].[CH:11]1[C:10]([CH2:9][C@H:8]([NH2:7])[C:17]([OH:19])=[O:18])=[CH:15][CH:14]=[C:13]([OH:16])[CH:12]=1.[CH2:27]([CH2:26][C@H:25]([NH2:24])[C:31]([OH:33])=[O:32])[CH2:28][CH2:29][NH2:30].[CH2:44]([C@H:45]([NH2:46])[C:47]([OH:49])=[O:48])[CH2:43][C:50]([OH:52])=[O:51]. The catalyst class is: 127. (2) Reactant: C(NC(C)C)(C)C.C([Li])CCC.[Li+].CC([N-]C(C)C)C.[O:21]1[CH2:26][CH2:25][CH2:24][CH2:23][CH:22]1[O:27][CH2:28][CH2:29][C:30]1[N:31]=[C:32]([NH:35][C:36](=[O:42])[O:37][C:38]([CH3:41])([CH3:40])[CH3:39])[S:33][CH:34]=1.[CH3:43][C:44]([CH3:46])=[O:45]. Product: [OH:45][C:44]([C:34]1[S:33][C:32]([NH:35][C:36](=[O:42])[O:37][C:38]([CH3:39])([CH3:41])[CH3:40])=[N:31][C:30]=1[CH2:29][CH2:28][O:27][CH:22]1[CH2:23][CH2:24][CH2:25][CH2:26][O:21]1)([CH3:46])[CH3:43]. The catalyst class is: 1. (3) Reactant: [C:1]([O:5][C:6]([N:8]([C:37]1[N:38]=[CH:39][S:40][CH:41]=1)[S:9]([C:12]1[C:34]([F:35])=[CH:33][C:15]([O:16][C:17]2[CH:22]=[CH:21][C:20]([Cl:23])=[CH:19][C:18]=2[CH2:24][CH2:25][CH2:26][NH:27][CH2:28][C:29]([O:31]C)=[O:30])=[C:14]([Cl:36])[CH:13]=1)(=[O:11])=[O:10])=[O:7])([CH3:4])([CH3:3])[CH3:2].O.[OH-].[Li+].Cl. Product: [C:1]([O:5][C:6]([N:8]([C:37]1[N:38]=[CH:39][S:40][CH:41]=1)[S:9]([C:12]1[C:34]([F:35])=[CH:33][C:15]([O:16][C:17]2[CH:22]=[CH:21][C:20]([Cl:23])=[CH:19][C:18]=2[CH2:24][CH2:25][CH2:26][NH:27][CH2:28][C:29]([OH:31])=[O:30])=[C:14]([Cl:36])[CH:13]=1)(=[O:10])=[O:11])=[O:7])([CH3:4])([CH3:2])[CH3:3]. The catalyst class is: 20. (4) Reactant: [C:1]([O:5][C:6]([C@H:8]([CH2:18][CH2:19][O:20][CH3:21])[CH2:9][C:10]1([C:15]([OH:17])=[O:16])[CH2:14][CH2:13][CH2:12][CH2:11]1)=[O:7])([CH3:4])([CH3:3])[CH3:2].C(=O)([O-])[O-].[Cs+].[Cs+].[CH2:28](Br)[C:29]1[CH:34]=[CH:33][CH:32]=[CH:31][CH:30]=1. Product: [CH2:28]([O:16][C:15]([C:10]1([CH2:9][C@H:8]([C:6]([O:5][C:1]([CH3:2])([CH3:4])[CH3:3])=[O:7])[CH2:18][CH2:19][O:20][CH3:21])[CH2:14][CH2:13][CH2:12][CH2:11]1)=[O:17])[C:29]1[CH:34]=[CH:33][CH:32]=[CH:31][CH:30]=1. The catalyst class is: 42.